From a dataset of Forward reaction prediction with 1.9M reactions from USPTO patents (1976-2016). Predict the product of the given reaction. Given the reactants [N:1]([C@@H:4]1[C@@H:34]([CH3:35])[O:33][C@H:7]([S:8][C@@:9]2([CH2:31][CH3:32])[O:26][C@H:25]([CH3:27])[C@@H:24]([N:28]=[N+:29]=[N-:30])[C@H:15]([O:16][CH2:17][C:18]3[CH:23]=[CH:22][CH:21]=[CH:20][CH:19]=3)[C@@H:10]2[O:11]C(=O)C)[C@@H:6]([OH:36])[C@H:5]1[O:37][CH2:38][C:39]1[CH:44]=[CH:43][CH:42]=[CH:41][CH:40]=1)=[N+:2]=[N-:3].C[O-].[Na+], predict the reaction product. The product is: [N:1]([C@@H:4]1[C@@H:34]([CH3:35])[O:33][C@H:7]([S:8][C@@:9]2([CH2:31][CH3:32])[O:26][C@H:25]([CH3:27])[C@@H:24]([N:28]=[N+:29]=[N-:30])[C@H:15]([O:16][CH2:17][C:18]3[CH:23]=[CH:22][CH:21]=[CH:20][CH:19]=3)[C@@H:10]2[OH:11])[C@@H:6]([OH:36])[C@H:5]1[O:37][CH2:38][C:39]1[CH:40]=[CH:41][CH:42]=[CH:43][CH:44]=1)=[N+:2]=[N-:3].